Predict the product of the given reaction. From a dataset of Forward reaction prediction with 1.9M reactions from USPTO patents (1976-2016). (1) Given the reactants Br[CH:2]1[CH2:6][CH2:5][N:4]([C:7]2[CH:12]=[CH:11][C:10]([N:13]3[CH2:18][CH2:17][O:16][CH2:15][CH2:14]3)=[C:9]([O:19][CH3:20])[CH:8]=2)[C:3]1=[O:21].C(=O)([O-])[O-].[Cs+].[Cs+].[CH:28]1([C:31]2[CH:36]=[CH:35][C:34]([OH:37])=[CH:33][CH:32]=2)[CH2:30][CH2:29]1, predict the reaction product. The product is: [CH:28]1([C:31]2[CH:36]=[CH:35][C:34]([O:37][CH:2]3[CH2:6][CH2:5][N:4]([C:7]4[CH:12]=[CH:11][C:10]([N:13]5[CH2:18][CH2:17][O:16][CH2:15][CH2:14]5)=[C:9]([O:19][CH3:20])[CH:8]=4)[C:3]3=[O:21])=[CH:33][CH:32]=2)[CH2:30][CH2:29]1. (2) Given the reactants [NH2:1][CH2:2][CH2:3][C:4]([N:6]([CH3:36])[C@@H:7]1[CH2:14][N:13]2[C:15]3[CH:16]=[C:17]([C:28]([O:30][CH3:31])=[O:29])[CH:18]=[CH:19][C:20]=3[C:21]([CH:22]3[CH2:27][CH2:26][CH2:25][CH2:24][CH2:23]3)=[C:12]2[C:11]2[CH:32]=[CH:33][CH:34]=[CH:35][C:10]=2[O:9][CH2:8]1)=O, predict the reaction product. The product is: [NH2:1][CH2:2][CH2:3][CH2:4][N:6]([CH3:36])[C@@H:7]1[CH2:14][N:13]2[C:15]3[CH:16]=[C:17]([C:28]([O:30][CH3:31])=[O:29])[CH:18]=[CH:19][C:20]=3[C:21]([CH:22]3[CH2:27][CH2:26][CH2:25][CH2:24][CH2:23]3)=[C:12]2[C:11]2[CH:32]=[CH:33][CH:34]=[CH:35][C:10]=2[O:9][CH2:8]1. (3) Given the reactants [S:1]1[CH:5]=[CH:4][C:3]([C:6]2[CH:13]=[CH:12][C:9]([CH:10]=[O:11])=[CH:8][N:7]=2)=[CH:2]1.[CH3:14][Mg]Br, predict the reaction product. The product is: [S:1]1[CH:5]=[CH:4][C:3]([C:6]2[N:7]=[CH:8][C:9]([CH:10]([OH:11])[CH3:14])=[CH:12][CH:13]=2)=[CH:2]1. (4) Given the reactants C([O:8][CH2:9][C:10]1([CH2:14][C:15](=[S:17])[NH2:16])[CH2:13][CH2:12][CH2:11]1)C1C=CC=CC=1.Br[CH2:19][C:20](=O)[CH2:21]C(F)(F)F, predict the reaction product. The product is: [CH3:21][C:20]1[N:16]=[C:15]([CH2:14][C:10]2([CH2:9][OH:8])[CH2:11][CH2:12][CH2:13]2)[S:17][CH:19]=1.